From a dataset of Full USPTO retrosynthesis dataset with 1.9M reactions from patents (1976-2016). Predict the reactants needed to synthesize the given product. (1) Given the product [C:30]([O:33][C:34]([CH3:36])([CH3:35])[C:37](=[O:38])[N:10]1[CH2:11][CH2:12][C:13]2[C:18](=[CH:17][CH:16]=[CH:15][CH:14]=2)[C@H:9]1[C:6]1[CH:5]=[CH:4][C:3]([C:2]([F:1])([F:19])[F:20])=[CH:8][CH:7]=1)(=[O:32])[CH3:31], predict the reactants needed to synthesize it. The reactants are: [F:1][C:2]([F:20])([F:19])[C:3]1[CH:8]=[CH:7][C:6]([C@@H:9]2[C:18]3[C:13](=[CH:14][CH:15]=[CH:16][CH:17]=3)[CH2:12][CH2:11][NH:10]2)=[CH:5][CH:4]=1.CCN(C(C)C)C(C)C.[C:30]([O:33][C:34]([C:37](Cl)=[O:38])([CH3:36])[CH3:35])(=[O:32])[CH3:31].CO. (2) Given the product [C:24]([O:23][C:22](=[O:28])[NH:21][C:17]1([C:14]2[CH:15]=[CH:16][C:11]([C:7]3[NH:8][C:9](=[O:10])[C:4]([NH2:1])=[CH:5][C:6]=3[C:29]3[CH:30]=[CH:31][CH:32]=[CH:33][CH:34]=3)=[CH:12][CH:13]=2)[CH2:18][CH2:19][CH2:20]1)([CH3:27])([CH3:25])[CH3:26], predict the reactants needed to synthesize it. The reactants are: [N+:1]([C:4]1[C:9](=[O:10])[NH:8][C:7]([C:11]2[CH:16]=[CH:15][C:14]([C:17]3([NH:21][C:22](=[O:28])[O:23][C:24]([CH3:27])([CH3:26])[CH3:25])[CH2:20][CH2:19][CH2:18]3)=[CH:13][CH:12]=2)=[C:6]([C:29]2[CH:34]=[CH:33][CH:32]=[CH:31][CH:30]=2)[CH:5]=1)([O-])=O. (3) Given the product [F:31][CH:29]([F:30])[O:28][C:25]1[CH:26]=[CH:27][C:22]([C:19]2[CH:20]=[N:21][C:16]([NH:15][C:11]3[CH:10]=[C:9]([CH:14]=[CH:13][CH:12]=3)[O:8][CH2:7][CH2:6][N:32]3[CH2:37][CH2:36][CH:35]([C:38]([O:40][CH2:41][CH3:42])=[O:39])[CH2:34][CH2:33]3)=[N:17][CH:18]=2)=[CH:23][CH:24]=1, predict the reactants needed to synthesize it. The reactants are: CS(O[CH2:6][CH2:7][O:8][C:9]1[CH:14]=[CH:13][CH:12]=[C:11]([NH:15][C:16]2[N:21]=[CH:20][C:19]([C:22]3[CH:27]=[CH:26][C:25]([O:28][CH:29]([F:31])[F:30])=[CH:24][CH:23]=3)=[CH:18][N:17]=2)[CH:10]=1)(=O)=O.[NH:32]1[CH2:37][CH2:36][CH:35]([C:38]([O:40][CH2:41][CH3:42])=[O:39])[CH2:34][CH2:33]1.